Predict the reactants needed to synthesize the given product. From a dataset of Full USPTO retrosynthesis dataset with 1.9M reactions from patents (1976-2016). (1) Given the product [Cl:1][C:2]1[N:7]=[CH:6][N:5]=[C:4]([NH:16][C:15]2[CH:17]=[CH:18][C:12]([O:11][CH3:10])=[CH:13][CH:14]=2)[C:3]=1[CH3:9], predict the reactants needed to synthesize it. The reactants are: [Cl:1][C:2]1[N:7]=[CH:6][N:5]=[C:4](O)[C:3]=1[CH3:9].[CH3:10][O:11][C:12]1[CH:18]=[CH:17][C:15]([NH2:16])=[CH:14][CH:13]=1. (2) Given the product [F:56][C:57]([F:61])([F:60])[CH2:58][NH:59][C:30]([CH:28]1[CH2:29][N:26]([C:3]2[CH:4]=[CH:5][C:6]([C:8]3[CH2:12][C:11]([C:17]4[CH:22]=[C:21]([Cl:23])[C:20]([Cl:24])=[C:19]([Cl:25])[CH:18]=4)([C:13]([F:15])([F:16])[F:14])[O:10][N:9]=3)=[CH:7][C:2]=2[Cl:1])[CH2:27]1)=[O:32], predict the reactants needed to synthesize it. The reactants are: [Cl:1][C:2]1[CH:7]=[C:6]([C:8]2[CH2:12][C:11]([C:17]3[CH:22]=[C:21]([Cl:23])[C:20]([Cl:24])=[C:19]([Cl:25])[CH:18]=3)([C:13]([F:16])([F:15])[F:14])[O:10][N:9]=2)[CH:5]=[CH:4][C:3]=1[N:26]1[CH2:29][CH:28]([C:30]([OH:32])=O)[CH2:27]1.CCN=C=NCCCN(C)C.Cl.Cl.CCN(C(C)C)C(C)C.Cl.[F:56][C:57]([F:61])([F:60])[CH2:58][NH2:59]. (3) Given the product [NH2:1][C:2]1([C:8]([O:10][CH:11]2[CH2:15][CH2:14][CH2:13][CH2:12]2)=[O:9])[CH2:7][CH2:6][CH2:5][CH2:4][CH2:3]1, predict the reactants needed to synthesize it. The reactants are: [NH2:1][C:2]1([C:8]([OH:10])=[O:9])[CH2:7][CH2:6][CH2:5][CH2:4][CH2:3]1.[CH:11]1(O)[CH2:15][CH2:14][CH2:13][CH2:12]1.C1(C)C=CC(S(O)(=O)=O)=CC=1. (4) Given the product [CH3:31][O:30][C:23]1[CH:24]=[C:25]([O:28][CH3:29])[CH:26]=[CH:27][C:22]=1[CH2:21][N:15]([C:16]1[S:17][CH:18]=[CH:19][N:20]=1)[S:12]([C:8]1[CH:7]=[C:6]2[C:11](=[CH:10][CH:9]=1)[C:2]([C:35]1[CH:36]=[CH:37][CH:38]=[CH:39][C:34]=1[OH:33])=[N:3][CH:4]=[C:5]2[F:32])(=[O:13])=[O:14], predict the reactants needed to synthesize it. The reactants are: Cl[C:2]1[C:11]2[C:6](=[CH:7][C:8]([S:12]([N:15]([CH2:21][C:22]3[CH:27]=[CH:26][C:25]([O:28][CH3:29])=[CH:24][C:23]=3[O:30][CH3:31])[C:16]3[S:17][CH:18]=[CH:19][N:20]=3)(=[O:14])=[O:13])=[CH:9][CH:10]=2)[C:5]([F:32])=[CH:4][N:3]=1.[OH:33][C:34]1[CH:39]=[CH:38][CH:37]=[CH:36][C:35]=1B(O)O.C(=O)([O-])[O-].[K+].[K+].O1CCOCC1. (5) The reactants are: [N:1]([CH2:4][CH2:5][OH:6])=[N+:2]=[N-:3].[H-].[Na+].[CH2:9]([O:11][C:12](=[O:18])[CH2:13][C:14]([CH2:16]Cl)=[O:15])[CH3:10].O. Given the product [CH2:9]([O:11][C:12](=[O:18])[CH2:13][C:14](=[O:15])[CH2:16][O:6][CH2:5][CH2:4][N:1]=[N+:2]=[N-:3])[CH3:10], predict the reactants needed to synthesize it.